From a dataset of Full USPTO retrosynthesis dataset with 1.9M reactions from patents (1976-2016). Predict the reactants needed to synthesize the given product. Given the product [OH:16][C@@:3]1([C:1]#[C:2][C:18]2[CH:23]=[CH:22][N:21]=[C:20]([CH3:24])[CH:19]=2)[CH2:11][CH2:10][CH2:9][C@@H:8]2[C@H:4]1[CH2:5][CH2:6][N:7]2[C:12]([O:14][CH3:15])=[O:13], predict the reactants needed to synthesize it. The reactants are: [C:1]([C@:3]1([OH:16])[CH2:11][CH2:10][CH2:9][C@@H:8]2[C@H:4]1[CH2:5][CH2:6][N:7]2[C:12]([O:14][CH3:15])=[O:13])#[CH:2].Br[C:18]1[CH:23]=[CH:22][N:21]=[C:20]([CH3:24])[CH:19]=1.CCN(CC)CC.